This data is from Catalyst prediction with 721,799 reactions and 888 catalyst types from USPTO. The task is: Predict which catalyst facilitates the given reaction. (1) Product: [CH3:1][C:2]1[N:7]=[C:6]2[S:8][C:9]3[CH2:14][CH2:13][CH2:12][CH2:11][C:10]=3[C:5]2=[C:4]([C:15]2[CH:16]=[CH:17][C:18]([CH3:21])=[CH:19][CH:20]=2)[C:3]=1[CH:22]([CH:27]([CH3:29])[CH3:28])[C:23]([OH:25])=[O:24]. The catalyst class is: 5. Reactant: [CH3:1][C:2]1[N:7]=[C:6]2[S:8][C:9]3[CH2:14][CH2:13][CH2:12][CH2:11][C:10]=3[C:5]2=[C:4]([C:15]2[CH:20]=[CH:19][C:18]([CH3:21])=[CH:17][CH:16]=2)[C:3]=1[CH:22]([CH:27]([CH3:29])[CH3:28])[C:23]([O:25]C)=[O:24].[OH-].[Na+]. (2) Reactant: Cl[C:2]1[CH:7]=[C:6]([N:8]2[CH2:13][CH2:12][N:11]([C:14]([O:16][C:17]([CH3:20])([CH3:19])[CH3:18])=[O:15])[CH2:10][CH2:9]2)[CH:5]=[CH:4][N:3]=1.[F:21][C:22]1[CH:27]=[C:26]([F:28])[CH:25]=[CH:24][C:23]=1B(O)O.C(=O)([O-])[O-].[Na+].[Na+].C1(C)C=CC=CC=1. Product: [F:21][C:22]1[CH:27]=[C:26]([F:28])[CH:25]=[CH:24][C:23]=1[C:2]1[CH:7]=[C:6]([N:8]2[CH2:13][CH2:12][N:11]([C:14]([O:16][C:17]([CH3:20])([CH3:19])[CH3:18])=[O:15])[CH2:10][CH2:9]2)[CH:5]=[CH:4][N:3]=1. The catalyst class is: 6. (3) Reactant: C(Br)C1C=CC=CC=1.[CH3:9][C:10]1[CH:11]=[CH:12][C:13]([C:16]2[CH:21]=[CH:20][N:19]=[CH:18][CH:17]=2)=[N:14][CH:15]=1.C(N(CC)CC)C.[H][H]. Product: [CH3:9][C:10]1[CH:11]=[CH:12][C:13]([C:16]2[CH2:21][CH2:20][NH:19][CH2:18][CH:17]=2)=[N:14][CH:15]=1. The catalyst class is: 32. (4) Reactant: [CH2:1]([O:3]P(=O)OCC)C.[C:9]1([C:15]([C:17]([C:19]2[CH:24]=[CH:23][CH:22]=[CH:21][CH:20]=2)=O)=O)[CH:14]=[CH:13][CH:12]=[CH:11][CH:10]=1.[C:25]1([CH3:47])[CH:30]=[CH:29][C:28]([N:31]([C:40]2[CH:45]=[CH:44][C:43]([CH3:46])=[CH:42][CH:41]=2)C2C=CC(C=O)=CC=2)=[CH:27][CH:26]=1.C(O[K])(C)(C)C. Product: [CH3:1][O:3][C:12]1[CH:13]=[CH:14][C:9]([CH:15]=[CH:17][C:19]2[CH:24]=[CH:23][C:22]([N:31]([C:28]3[CH:29]=[CH:30][C:25]([CH3:47])=[CH:26][CH:27]=3)[C:40]3[CH:41]=[CH:42][C:43]([CH3:46])=[CH:44][CH:45]=3)=[CH:21][CH:20]=2)=[CH:10][CH:11]=1. The catalyst class is: 35. (5) Reactant: [Cl:1][C:2]1[C:3]([NH:12][C:13]2[CH:17]=[C:16]([O:18][CH:19]([CH3:21])[CH3:20])[NH:15][N:14]=2)=[N:4][C:5](Cl)=[C:6]([N+:8]([O-:10])=[O:9])[CH:7]=1.[F:22][C:23]1[CH:28]=[CH:27][C:26]([C@@H:29]([NH2:31])[CH3:30])=[CH:25][CH:24]=1.CCN(C(C)C)C(C)C. Product: [Cl:1][C:2]1[C:3]([NH:12][C:13]2[CH:17]=[C:16]([O:18][CH:19]([CH3:21])[CH3:20])[NH:15][N:14]=2)=[N:4][C:5]([NH:31][C@H:29]([C:26]2[CH:27]=[CH:28][C:23]([F:22])=[CH:24][CH:25]=2)[CH3:30])=[C:6]([N+:8]([O-:10])=[O:9])[CH:7]=1. The catalyst class is: 114. (6) Reactant: [Li+].[OH-].[OH:3][C:4]1[CH:13]=[CH:12][C:11]([NH:14][C:15]([NH:17][CH2:18][CH2:19][NH:20][C:21](=[O:46])[CH:22]([O:25][CH2:26][CH2:27][CH2:28][CH2:29]/[CH:30]=[CH:31]\[CH2:32]/[CH:33]=[CH:34]\[CH2:35]/[CH:36]=[CH:37]\[CH2:38]/[CH:39]=[CH:40]\[CH2:41]/[CH:42]=[CH:43]\[CH2:44][CH3:45])[CH2:23][CH3:24])=[O:16])=[CH:10][C:5]=1[C:6]([O:8]C)=[O:7].Cl. Product: [OH:3][C:4]1[CH:13]=[CH:12][C:11]([NH:14][C:15]([NH:17][CH2:18][CH2:19][NH:20][C:21](=[O:46])[CH:22]([O:25][CH2:26][CH2:27][CH2:28][CH2:29]/[CH:30]=[CH:31]\[CH2:32]/[CH:33]=[CH:34]\[CH2:35]/[CH:36]=[CH:37]\[CH2:38]/[CH:39]=[CH:40]\[CH2:41]/[CH:42]=[CH:43]\[CH2:44][CH3:45])[CH2:23][CH3:24])=[O:16])=[CH:10][C:5]=1[C:6]([OH:8])=[O:7]. The catalyst class is: 5.